This data is from Reaction yield outcomes from USPTO patents with 853,638 reactions. The task is: Predict the reaction yield, written as a fraction of the theoretical maximum amount of product (1.0 means a 100% yield; for example, 0.34 means a 34% yield). (1) The reactants are ClC1C=CC(N2C(=O)C3C(=C4CCCNC4=CC=3)N=C2C(C)C)=CC=1.C([N:29]1[C:34]2=[CH:35][CH:36]=[C:37]3[C:42]([N:41]=[C:40]([CH:43]([CH3:45])[CH3:44])[N:39]([C:46]4[CH:51]=[CH:50][C:49]([Cl:52])=[CH:48][CH:47]=4)[C:38]3=[O:53])=[C:33]2[CH2:32][CH:31]([CH3:54])[CH2:30]1)(=O)C. No catalyst specified. The product is [Cl:52][C:49]1[CH:48]=[CH:47][C:46]([N:39]2[C:38](=[O:53])[C:37]3[C:42](=[C:33]4[CH2:32][CH:31]([CH3:54])[CH2:30][NH:29][C:34]4=[CH:35][CH:36]=3)[N:41]=[C:40]2[CH:43]([CH3:45])[CH3:44])=[CH:51][CH:50]=1. The yield is 0.500. (2) The reactants are [Br:1][C:2]1[CH:7]=[CH:6][C:5]([NH2:8])=[C:4]([C:9]2[CH2:14][CH2:13][CH2:12][CH2:11][CH:10]=2)[CH:3]=1.[K+].[C:16]([C:18]1[N:19]=[C:20]([C:31]([O-])=[O:32])[N:21]([CH2:23][O:24][CH2:25][CH2:26][Si:27]([CH3:30])([CH3:29])[CH3:28])[CH:22]=1)#[N:17].F[P-](F)(F)(F)(F)F.Br[P+](N1CCCC1)(N1CCCC1)N1CCCC1.C(N(CC)C(C)C)(C)C. The catalyst is CN(C)C=O.CCOC(C)=O. The product is [Br:1][C:2]1[CH:7]=[CH:6][C:5]([NH:8][C:31]([C:20]2[N:21]([CH2:23][O:24][CH2:25][CH2:26][Si:27]([CH3:30])([CH3:29])[CH3:28])[CH:22]=[C:18]([C:16]#[N:17])[N:19]=2)=[O:32])=[C:4]([C:9]2[CH2:14][CH2:13][CH2:12][CH2:11][CH:10]=2)[CH:3]=1. The yield is 0.900.